This data is from Reaction yield outcomes from USPTO patents with 853,638 reactions. The task is: Predict the reaction yield, written as a fraction of the theoretical maximum amount of product (1.0 means a 100% yield; for example, 0.34 means a 34% yield). The reactants are [NH:1]1[CH2:6][CH2:5][O:4][CH2:3][CH2:2]1.[OH-].[Na+].S(Cl)([Cl:11])=O.[C:13]1([CH3:19])C=CC=CC=1. No catalyst specified. The product is [ClH:11].[Cl:11][CH2:13][CH2:19][N:1]1[CH2:6][CH2:5][O:4][CH2:3][CH2:2]1. The yield is 0.550.